This data is from Full USPTO retrosynthesis dataset with 1.9M reactions from patents (1976-2016). The task is: Predict the reactants needed to synthesize the given product. (1) Given the product [Si:10]([O:9][CH2:8][C:5]1[CH:4]=[CH:3][C:2]([C:18]#[N:19])=[CH:7][N:6]=1)([C:13]([CH3:16])([CH3:15])[CH3:14])([CH3:12])[CH3:11], predict the reactants needed to synthesize it. The reactants are: Br[C:2]1[CH:3]=[CH:4][C:5]([CH2:8][O:9][Si:10]([C:13]([CH3:16])([CH3:15])[CH3:14])([CH3:12])[CH3:11])=[N:6][CH:7]=1.O.[CH3:18][N:19]1CCCC1=O. (2) Given the product [CH2:31]([N:19]([CH2:12][C:13]1[CH:18]=[CH:17][CH:16]=[CH:15][CH:14]=1)[C@@H:20]1[CH2:29][CH2:28][C:27]2[C:22](=[C:23]([C:6]3[CH:5]=[N:4][C:3]([O:2][CH3:1])=[N:8][CH:7]=3)[CH:24]=[CH:25][CH:26]=2)[CH2:21]1)[C:32]1[CH:33]=[CH:34][CH:35]=[CH:36][CH:37]=1, predict the reactants needed to synthesize it. The reactants are: [CH3:1][O:2][C:3]1[N:8]=[CH:7][C:6](B(O)O)=[CH:5][N:4]=1.[CH2:12]([N:19]([CH2:31][C:32]1[CH:37]=[CH:36][CH:35]=[CH:34][CH:33]=1)[C@@H:20]1[CH2:29][CH2:28][C:27]2[C:22](=[C:23](Br)[CH:24]=[CH:25][CH:26]=2)[CH2:21]1)[C:13]1[CH:18]=[CH:17][CH:16]=[CH:15][CH:14]=1. (3) Given the product [O:6]1[C:7]2([CH2:8][CH2:9][CH:10]([C@H:13]3[CH2:18][C@H:17]4[O:19][C:21]5[C:22]([F:29])=[C:23]([O:26][CH2:27][CH3:28])[CH:24]=[CH:25][C:20]=5[C@@H:16]4[CH2:15][CH2:14]3)[CH2:11][CH2:12]2)[O:3][CH2:4][CH2:5]1, predict the reactants needed to synthesize it. The reactants are: [H-].[Na+].[O:3]1[C:7]2([CH2:12][CH2:11][CH:10]([CH:13]3[CH2:18][CH:17]([OH:19])[CH:16]([C:20]4[CH:25]=[CH:24][C:23]([O:26][CH2:27][CH3:28])=[C:22]([F:29])[C:21]=4F)[CH2:15][CH2:14]3)[CH2:9][CH2:8]2)[O:6][CH2:5][CH2:4]1.O.Cl. (4) Given the product [O:1]([C:8]1[CH:9]=[C:10]([N:14]([CH2:15][C:16]2[CH:21]=[CH:20][CH:19]=[C:18]([O:22][C:23]([F:27])([F:28])[CH:24]([F:25])[F:26])[CH:17]=2)[CH2:32][CH:31]([OH:33])[C:30]([F:35])([F:34])[F:29])[CH:11]=[CH:12][CH:13]=1)[C:2]1[CH:7]=[CH:6][CH:5]=[CH:4][CH:3]=1, predict the reactants needed to synthesize it. The reactants are: [O:1]([C:8]1[CH:9]=[C:10]([NH:14][CH2:15][C:16]2[CH:21]=[CH:20][CH:19]=[C:18]([O:22][C:23]([F:28])([F:27])[CH:24]([F:26])[F:25])[CH:17]=2)[CH:11]=[CH:12][CH:13]=1)[C:2]1[CH:7]=[CH:6][CH:5]=[CH:4][CH:3]=1.[F:29][C:30]([F:35])([F:34])[CH:31]1[O:33][CH2:32]1.FC(F)(F)S([O-])(=O)=O.[Yb+3].FC(F)(F)S([O-])(=O)=O.FC(F)(F)S([O-])(=O)=O.